This data is from Catalyst prediction with 721,799 reactions and 888 catalyst types from USPTO. The task is: Predict which catalyst facilitates the given reaction. (1) Reactant: [OH:1][C@@H:2]1[CH2:7][CH2:6][C@H:5]([NH:8][C:9]2[N:14]=[C:13]([C:15](OCC)=[O:16])[C:12]([N+:20]([O-])=O)=[C:11]([NH:23][C:24]3[CH:29]=[CH:28][CH:27]=[CH:26][C:25]=3[O:30][CH3:31])[N:10]=2)[CH2:4][CH2:3]1.ClC1N=C([C:39](OCC)=[O:40])C([N+]([O-])=O)=C(NC2C=CC=CC=2OC)N=1.[NH2:56][C@@H]1CC[C@H](O)CC1.C(N(C(C)C)CC)(C)C. Product: [OH:1][C@@H:2]1[CH2:7][CH2:6][C@H:5]([NH:8][C:9]2[N:10]=[C:11]3[C:12]([NH:20][C:39](=[O:40])[N:23]3[C:24]3[CH:29]=[CH:28][CH:27]=[CH:26][C:25]=3[O:30][CH3:31])=[C:13]([C:15]([NH2:56])=[O:16])[N:14]=2)[CH2:4][CH2:3]1. The catalyst class is: 9. (2) Reactant: Cl.[NH2:2][CH2:3][C:4]([C:6]1[CH:11]=[CH:10][C:9]([Br:12])=[CH:8][CH:7]=1)=[O:5].[C:13]([O:17][C:18]([N:20]1[CH2:25][CH2:24][O:23][CH2:22][C@H:21]1[C:26](O)=[O:27])=[O:19])([CH3:16])([CH3:15])[CH3:14].CN(C(ON1N=NC2C=CC=CC1=2)=[N+](C)C)C.F[P-](F)(F)(F)(F)F.CN1CCOCC1. Product: [Br:12][C:9]1[CH:10]=[CH:11][C:6]([C:4](=[O:5])[CH2:3][NH:2][C:26]([C@@H:21]2[CH2:22][O:23][CH2:24][CH2:25][N:20]2[C:18]([O:17][C:13]([CH3:16])([CH3:15])[CH3:14])=[O:19])=[O:27])=[CH:7][CH:8]=1. The catalyst class is: 3. (3) Reactant: [N+:1]([C:4]1[CH:9]=[C:8]([C:10]([F:13])([F:12])[F:11])[CH:7]=[CH:6][C:5]=1[S:14](Cl)(=[O:16])=[O:15])([O-:3])=[O:2].[Cl:18][C:19]1[C:28]([NH2:29])=[C:27]2[C:22]([C:23]([O:30][CH3:31])=[CH:24][CH:25]=[N:26]2)=[CH:21][CH:20]=1. Product: [Cl:18][C:19]1[C:28]([NH:29][S:14]([C:5]2[CH:6]=[CH:7][C:8]([C:10]([F:13])([F:12])[F:11])=[CH:9][C:4]=2[N+:1]([O-:3])=[O:2])(=[O:16])=[O:15])=[C:27]2[C:22]([C:23]([O:30][CH3:31])=[CH:24][CH:25]=[N:26]2)=[CH:21][CH:20]=1. The catalyst class is: 17.